Dataset: Forward reaction prediction with 1.9M reactions from USPTO patents (1976-2016). Task: Predict the product of the given reaction. (1) Given the reactants [F:1][C:2]([F:13])([F:12])[O:3][C:4]1[CH:9]=[CH:8][C:7]([CH2:10][NH2:11])=[CH:6][CH:5]=1.[CH3:14][O:15][C:16]1[CH:23]=[CH:22][CH:21]=[CH:20][C:17]=1[CH:18]=O, predict the reaction product. The product is: [CH3:14][O:15][C:16]1[CH:23]=[CH:22][CH:21]=[CH:20][C:17]=1[CH:18]1[N:11]([CH2:10][C:7]2[CH:6]=[CH:5][C:4]([O:3][C:2]([F:12])([F:13])[F:1])=[CH:9][CH:8]=2)[C:4](=[O:3])[CH2:5][CH2:6][CH2:7]1. (2) Given the reactants [OH-].[Na+].[CH3:3][C:4]1[CH:11]=[C:10]([O:12][CH2:13][C:14]2[CH:19]=[CH:18][CH:17]=[CH:16][C:15]=2[CH3:20])[CH:9]=[CH:8][C:5]=1[CH:6]=O.Cl.[CH3:22][C:23]([CH3:25])=[O:24], predict the reaction product. The product is: [CH3:3][C:4]1[CH:11]=[C:10]([O:12][CH2:13][C:14]2[CH:19]=[CH:18][CH:17]=[CH:16][C:15]=2[CH3:20])[CH:9]=[CH:8][C:5]=1[CH:6]=[CH:22][C:23](=[O:24])[CH3:25].